This data is from Forward reaction prediction with 1.9M reactions from USPTO patents (1976-2016). The task is: Predict the product of the given reaction. (1) Given the reactants [Br:1][C:2]1[CH:7]=[CH:6][CH:5]=[CH:4][C:3]=1[C:8]1[N:13]([CH2:14][C:15]2[CH:20]=[CH:19][C:18]([C:21]([CH3:24])([CH3:23])[CH3:22])=[CH:17][CH:16]=2)[C:12](=[O:25])[CH:11]=[C:10]([OH:26])[N:9]=1.[Cl-].C[Al+]C.CCCCCC.C(C1C=CC([CH2:45][NH2:46])=CC=1)(C)(C)C.BrC1C=CC=CC=1C#N.C(OCC)(=O)[CH2:59][C:60]([O:62]CC)=[O:61].C[O-:70].[Na+].CO, predict the reaction product. The product is: [Br:1][C:2]1[CH:7]=[CH:6][CH:5]=[CH:4][C:3]=1[C:8]1[N:13]([CH2:14][C:15]2[CH:16]=[CH:17][C:18]([C:21]([CH3:23])([CH3:22])[CH3:24])=[CH:19][CH:20]=2)[C:12](=[O:25])[C:11]([C:45]([NH:46][CH2:59][C:60]([OH:62])=[O:61])=[O:70])=[C:10]([OH:26])[N:9]=1. (2) Given the reactants [CH2:1]([NH2:8])[CH2:2][CH2:3][CH2:4][CH2:5][CH2:6][NH2:7].[CH2:9]([O:13][C:14]1[CH:19]=[CH:18][C:17]([S:20](Cl)(=[O:22])=[O:21])=[CH:16][CH:15]=1)[CH2:10][CH2:11][CH3:12].[CH2:24](Cl)Cl, predict the reaction product. The product is: [NH2:7][CH2:6][CH2:5][CH2:4][CH2:3][CH2:2][CH2:1][NH:8][S:20]([C:17]1[CH:18]=[CH:19][C:14]([O:13][CH2:9][CH2:10][CH2:11][CH2:12][CH3:24])=[CH:15][CH:16]=1)(=[O:22])=[O:21]. (3) Given the reactants O.[OH-].[Li+].[Cl:4][C:5]1[CH:6]=[C:7]([NH:12][C:13]([N:15]2[CH2:20][CH2:19][C:18]3[O:21][N:22]=[C:23]([C:24]([O:26]CC)=[O:25])[C:17]=3[CH2:16]2)=[O:14])[CH:8]=[CH:9][C:10]=1[Cl:11], predict the reaction product. The product is: [Cl:4][C:5]1[CH:6]=[C:7]([NH:12][C:13]([N:15]2[CH2:20][CH2:19][C:18]3[O:21][N:22]=[C:23]([C:24]([OH:26])=[O:25])[C:17]=3[CH2:16]2)=[O:14])[CH:8]=[CH:9][C:10]=1[Cl:11]. (4) Given the reactants [N:1]1[CH:6]=[CH:5][C:4]([C:7]2[CH:14]=[CH:13][C:10]([CH:11]=O)=[CH:9][CH:8]=2)=[CH:3][CH:2]=1.N1C=CC=CC=1C1C=C[C:24]([CH:25]=[O:26])=CC=1, predict the reaction product. The product is: [N:1]1[CH:6]=[CH:5][C:4]([C:7]2[CH:14]=[CH:13][C:10](/[CH:11]=[CH:24]/[CH:25]=[O:26])=[CH:9][CH:8]=2)=[CH:3][CH:2]=1. (5) Given the reactants [Cl:1][CH2:2][S:3](Cl)(=[O:5])=[O:4].[NH2:7][C:8]1[CH:13]=[CH:12][C:11]([C:14]2[CH:19]=[CH:18][C:17]([C:20]([F:23])([F:22])[F:21])=[CH:16][CH:15]=2)=[CH:10][C:9]=1[OH:24].N1C=CC=CC=1.Cl, predict the reaction product. The product is: [Cl:1][CH2:2][S:3]([NH:7][C:8]1[CH:13]=[CH:12][C:11]([C:14]2[CH:15]=[CH:16][C:17]([C:20]([F:21])([F:22])[F:23])=[CH:18][CH:19]=2)=[CH:10][C:9]=1[OH:24])(=[O:5])=[O:4]. (6) Given the reactants [CH:1]1[C:13]2[CH:12]([CH2:14][O:15][C:16]([NH:18][C:19]3[CH:24]=[CH:23][C:22]([S:25][C:26]4[S:30][C:29]([C:31]([O:33][CH2:34][CH3:35])=[O:32])=[CH:28][C:27]=4[N+:36]([O-])=O)=[CH:21][CH:20]=3)=[O:17])[C:11]3[C:6](=[CH:7][CH:8]=[CH:9][CH:10]=3)[C:5]=2[CH:4]=[CH:3][CH:2]=1.[Cl-].[NH4+], predict the reaction product. The product is: [CH:1]1[C:13]2[CH:12]([CH2:14][O:15][C:16]([NH:18][C:19]3[CH:24]=[CH:23][C:22]([S:25][C:26]4[S:30][C:29]([C:31]([O:33][CH2:34][CH3:35])=[O:32])=[CH:28][C:27]=4[NH2:36])=[CH:21][CH:20]=3)=[O:17])[C:11]3[C:6](=[CH:7][CH:8]=[CH:9][CH:10]=3)[C:5]=2[CH:4]=[CH:3][CH:2]=1. (7) Given the reactants [F:1][C:2]1[CH:3]=[C:4]2[C:8](=[CH:9][CH:10]=1)[NH:7][C:6]([CH2:11][CH2:12][C:13]([OH:15])=O)=[C:5]2[CH3:16].O.ON1C2C=CC=CC=2N=N1.Cl.CN(C)CCCN=C=NCC.[CH3:40][C:41]1([C:47]2[CH:48]=[C:49]([NH:53][S:54]([CH3:57])(=[O:56])=[O:55])[CH:50]=[CH:51][CH:52]=2)[CH:46]2[CH:42]1[CH2:43][NH:44][CH2:45]2.C(=O)([O-])O.[Na+], predict the reaction product. The product is: [F:1][C:2]1[CH:3]=[C:4]2[C:8](=[CH:9][CH:10]=1)[NH:7][C:6]([CH2:11][CH2:12][C:13]([N:44]1[CH2:45][CH:46]3[CH:42]([C:41]3([C:47]3[CH:48]=[C:49]([NH:53][S:54]([CH3:57])(=[O:56])=[O:55])[CH:50]=[CH:51][CH:52]=3)[CH3:40])[CH2:43]1)=[O:15])=[C:5]2[CH3:16]. (8) The product is: [CH2:1]([O:3][C:4](=[O:12])[C:5]1[CH:10]=[CH:9][CH:8]=[N:7][C:6]=1[NH:26][CH2:25][C:24]1[CH:27]=[CH:28][C:21]([F:20])=[CH:22][CH:23]=1)[CH3:2]. Given the reactants [CH2:1]([O:3][C:4](=[O:12])[C:5]1[CH:10]=[CH:9][CH:8]=[N:7][C:6]=1Cl)[CH3:2].C(N(CC)CC)C.[F:20][C:21]1[CH:28]=[CH:27][C:24]([CH2:25][NH2:26])=[CH:23][CH:22]=1, predict the reaction product.